From a dataset of Forward reaction prediction with 1.9M reactions from USPTO patents (1976-2016). Predict the product of the given reaction. (1) Given the reactants [C:1]1([CH:7]([C:48]2[CH:53]=[CH:52][CH:51]=[CH:50][CH:49]=2)[CH2:8][NH:9][C:10]2[N:18]=[C:17]([C:19]([NH:21][CH2:22][CH2:23][N:24]3[CH2:29][CH2:28][CH2:27][CH2:26][CH2:25]3)=[O:20])[N:16]=[C:15]3[C:11]=2[N:12]=[CH:13][N:14]3[C@@H:30]2[O:42][C@H:41]([CH2:43][O:44]C(=O)C)[C@@H:36]([O:37]C(=O)C)[C@H:31]2[O:32]C(=O)C)[CH:6]=[CH:5][CH:4]=[CH:3][CH:2]=1.[OH-].[Na+], predict the reaction product. The product is: [OH:32][C@@H:31]1[C@H:36]([OH:37])[C@@H:41]([CH2:43][OH:44])[O:42][C@H:30]1[N:14]1[CH:13]=[N:12][C:11]2[C:15]1=[N:16][C:17]([C:19]([NH:21][CH2:22][CH2:23][N:24]1[CH2:29][CH2:28][CH2:27][CH2:26][CH2:25]1)=[O:20])=[N:18][C:10]=2[NH:9][CH2:8][CH:7]([C:48]1[CH:49]=[CH:50][CH:51]=[CH:52][CH:53]=1)[C:1]1[CH:2]=[CH:3][CH:4]=[CH:5][CH:6]=1. (2) Given the reactants [CH2:1]([NH:8][CH2:9][CH2:10][CH2:11][NH:12][CH2:13][C:14]1[CH:19]=[CH:18][CH:17]=[CH:16][CH:15]=1)[C:2]1[CH:7]=[CH:6][CH:5]=[CH:4][CH:3]=1.Br[CH:21]([CH2:26]Br)[C:22]([O:24][CH3:25])=[O:23].C(=O)([O-])[O-].[K+].[K+].CO, predict the reaction product. The product is: [CH3:25][O:24][C:22]([CH:21]1[CH2:26][N:12]([CH2:13][C:14]2[CH:15]=[CH:16][CH:17]=[CH:18][CH:19]=2)[CH2:11][CH2:10][CH2:9][N:8]1[CH2:1][C:2]1[CH:3]=[CH:4][CH:5]=[CH:6][CH:7]=1)=[O:23]. (3) Given the reactants [Cl:1][C:2]1[C:3]([NH:12][S:13]([C:16]2[CH:25]=[CH:24][C:19]([C:20]([O:22][CH3:23])=[O:21])=[CH:18][CH:17]=2)(=[O:15])=[O:14])=[N:4][CH:5]=[C:6]([C:8]([F:11])([F:10])[F:9])[CH:7]=1.Cl[CH2:27][C:28]1[CH:33]=[CH:32][C:31]([C:34]([CH3:40])([CH3:39])[C:35]([F:38])([F:37])[F:36])=[CH:30][CH:29]=1, predict the reaction product. The product is: [Cl:1][C:2]1[C:3]([N:12]([CH2:27][C:28]2[CH:29]=[CH:30][C:31]([C:34]([CH3:40])([CH3:39])[C:35]([F:36])([F:37])[F:38])=[CH:32][CH:33]=2)[S:13]([C:16]2[CH:25]=[CH:24][C:19]([C:20]([O:22][CH3:23])=[O:21])=[CH:18][CH:17]=2)(=[O:15])=[O:14])=[N:4][CH:5]=[C:6]([C:8]([F:11])([F:9])[F:10])[CH:7]=1. (4) Given the reactants [CH3:1][O:2][CH:3]([O:16][CH3:17])[CH2:4][CH2:5][N:6]1[C:14]2[C:9](=[CH:10][CH:11]=[C:12]([NH2:15])[CH:13]=2)[CH:8]=[N:7]1.[O:18]([C:25]1[CH:30]=[CH:29][C:28]([CH2:31][C:32](O)=[O:33])=[CH:27][CH:26]=1)[C:19]1[CH:24]=[CH:23][CH:22]=[CH:21][CH:20]=1.CN1CCOCC1.C1C=CC2N(O)N=NC=2C=1.Cl.C(N=C=NC(C)(C)CC)C, predict the reaction product. The product is: [CH3:17][O:16][CH:3]([O:2][CH3:1])[CH2:4][CH2:5][N:6]1[C:14]2[C:9](=[CH:10][CH:11]=[C:12]([NH:15][C:32](=[O:33])[CH2:31][C:28]3[CH:29]=[CH:30][C:25]([O:18][C:19]4[CH:20]=[CH:21][CH:22]=[CH:23][CH:24]=4)=[CH:26][CH:27]=3)[CH:13]=2)[CH:8]=[N:7]1.